This data is from Forward reaction prediction with 1.9M reactions from USPTO patents (1976-2016). The task is: Predict the product of the given reaction. (1) Given the reactants [H-].[Na+].[OH:3][C:4]1[CH:14]=[CH:13][CH:12]=[CH:11][C:5]=1[O:6][CH2:7][C:8]([OH:10])=[O:9].[CH3:15][S:16]([C:19]1[CH:24]=[CH:23][C:22](F)=[C:21]([Cl:26])[CH:20]=1)(=[O:18])=[O:17].[OH-].[Na+], predict the reaction product. The product is: [Cl:26][C:21]1[CH:20]=[C:19]([S:16]([CH3:15])(=[O:18])=[O:17])[CH:24]=[CH:23][C:22]=1[O:3][C:4]1[CH:14]=[CH:13][CH:12]=[CH:11][C:5]=1[O:6][CH2:7][C:8]([OH:10])=[O:9]. (2) Given the reactants [C:1]([C:3]1[N:11]2[C:6]([C:7]3([CH2:21][CH2:20][N:19]([C:22]([O:24][C:25]([CH3:28])([CH3:27])[CH3:26])=[O:23])[CH2:18][CH2:17]3)[O:8][C:9]3[CH:15]=[C:14]([CH3:16])[CH:13]=[CH:12][C:10]=32)=[CH:5][CH:4]=1)#[N:2].[Br:29]N1C(=O)CCC1=O.C(C(N=NC(C)(C)C#N)(C)C)#N, predict the reaction product. The product is: [Br:29][CH2:16][C:14]1[CH:13]=[CH:12][C:10]2[N:11]3[C:3]([C:1]#[N:2])=[CH:4][CH:5]=[C:6]3[C:7]3([CH2:21][CH2:20][N:19]([C:22]([O:24][C:25]([CH3:28])([CH3:27])[CH3:26])=[O:23])[CH2:18][CH2:17]3)[O:8][C:9]=2[CH:15]=1. (3) Given the reactants [OH:1][CH:2]([C:8]1[C:16]2[C:11](=[CH:12][CH:13]=[CH:14][CH:15]=2)[N:10]([CH3:17])[C:9]=1[C:18]1[CH:23]=[CH:22][CH:21]=[CH:20][CH:19]=1)[C:3]([O:5]CC)=[O:4].[OH-].[K+].O1CC[CH2:28][CH2:27]1.CO, predict the reaction product. The product is: [CH2:27]([O:1][CH:2]([C:8]1[C:16]2[C:11](=[CH:12][CH:13]=[CH:14][CH:15]=2)[N:10]([CH3:17])[C:9]=1[C:18]1[CH:19]=[CH:20][CH:21]=[CH:22][CH:23]=1)[C:3]([OH:5])=[O:4])[CH3:28]. (4) Given the reactants O=[C:2]([CH:8]([C:15]1[CH:20]=[CH:19][CH:18]=[CH:17][CH:16]=1)[C:9]1[CH:14]=[CH:13][CH:12]=[CH:11][CH:10]=1)[CH2:3][CH2:4][C:5](O)=[O:6].O.[NH2:22][NH2:23].O.CCOC(C)=O, predict the reaction product. The product is: [C:9]1([CH:8]([C:15]2[CH:20]=[CH:19][CH:18]=[CH:17][CH:16]=2)[C:2]2[CH2:3][CH2:4][C:5](=[O:6])[NH:22][N:23]=2)[CH:14]=[CH:13][CH:12]=[CH:11][CH:10]=1. (5) The product is: [CH3:9][C:10]1[CH:15]=[CH:14][C:13]([S:16]([NH:19][N:20]=[C:4]2[CH2:5][CH2:6][CH2:7][O:1][CH2:2][CH2:3]2)(=[O:18])=[O:17])=[CH:12][CH:11]=1. Given the reactants [O:1]1[CH2:7][CH2:6][CH2:5][C:4](=O)[CH2:3][CH2:2]1.[CH3:9][C:10]1[CH:15]=[CH:14][C:13]([S:16]([NH:19][NH2:20])(=[O:18])=[O:17])=[CH:12][CH:11]=1, predict the reaction product. (6) Given the reactants Cl.C(OC([N:9]1[CH2:22][C:12]2=[C:13]3[N:18]([N:19]=[C:11]2[CH2:10]1)[CH:17]=[C:16]([Cl:20])[C:15]([CH3:21])=[N:14]3)=O)(C)(C)C, predict the reaction product. The product is: [Cl:20][C:16]1[C:15]([CH3:21])=[N:14][C:13]2[N:18]([N:19]=[C:11]3[CH2:10][NH:9][CH2:22][C:12]3=2)[CH:17]=1. (7) The product is: [O:26]1[CH:27]=[CH:28][CH:29]=[C:25]1[C:23]1[N:1]([C:2]2[CH:3]=[C:4]([CH:7]=[CH:8][CH:9]=2)[C:5]#[N:6])[N:10]=[C:21]([C:20]([F:32])([F:31])[F:19])[CH:22]=1. Given the reactants [NH2:1][C:2]1[CH:3]=[C:4]([CH:7]=[CH:8][CH:9]=1)[C:5]#[N:6].[N:10]([O-])=O.[Na+].[Sn](Cl)(Cl)(Cl)Cl.[F:19][C:20]([F:32])([F:31])[C:21](=O)[CH2:22][C:23]([C:25]1[O:26][CH:27]=[CH:28][CH:29]=1)=O, predict the reaction product.